This data is from Forward reaction prediction with 1.9M reactions from USPTO patents (1976-2016). The task is: Predict the product of the given reaction. (1) Given the reactants [CH2:1]([OH:23])[C@H:2]1[O:7][C@H:6]([O:8][C@H:9]2[O:14][C@H:13]([CH2:15][OH:16])[C@@H:12]([OH:17])[C@H:11]([OH:18])[C@H:10]2[OH:19])[C@H:5]([OH:20])[C@@H:4]([OH:21])[C@@H:3]1[OH:22].[C:24]([OH:36])(=[O:35])[CH2:25][C:26]([CH2:31][C:32]([OH:34])=[O:33])([C:28]([OH:30])=[O:29])[OH:27].C([O-])(=O)CC(CC([O-])=O)(C([O-])=O)O.[Na+].[Na+].[Na+], predict the reaction product. The product is: [CH2:15]([OH:16])[C@H:13]1[O:14][C@H:9]([O:8][C@H:6]2[O:7][C@H:2]([CH2:1][OH:23])[C@@H:3]([OH:22])[C@H:4]([OH:21])[C@H:5]2[OH:20])[C@H:10]([OH:19])[C@@H:11]([OH:18])[C@@H:12]1[OH:17].[C:24]([O-:36])(=[O:35])[CH2:25][C:26]([CH2:31][C:32]([O-:34])=[O:33])([C:28]([O-:30])=[O:29])[OH:27]. (2) Given the reactants [Br:1][C:2]1[CH:11]=[C:10]2[C:5]([C:6](=[O:12])[NH:7]C=[N:9]2)=[CH:4][CH:3]=1.C([O-])(=O)C.[K+], predict the reaction product. The product is: [NH2:9][C:10]1[CH:11]=[C:2]([Br:1])[CH:3]=[CH:4][C:5]=1[C:6]([NH2:7])=[O:12]. (3) Given the reactants [C:1]([O:4][CH2:5][C:6]1[N:7]([C:14]2[CH:19]=[CH:18][CH:17]=[C:16]([C:20]([NH2:22])=[O:21])[CH:15]=2)[C:8](=[O:13])[CH:9]=[C:10]([OH:12])[CH:11]=1)(=[O:3])[CH3:2].C([O-])([O-])=O.[K+].[K+].[F:29][C:30]1[CH:37]=[C:36]([F:38])[CH:35]=[CH:34][C:31]=1[CH2:32]Br, predict the reaction product. The product is: [C:1]([O:4][CH2:5][C:6]1[N:7]([C:14]2[CH:19]=[CH:18][CH:17]=[C:16]([C:20]([NH2:22])=[O:21])[CH:15]=2)[C:8](=[O:13])[CH:9]=[C:10]([O:12][CH2:32][C:31]2[CH:34]=[CH:35][C:36]([F:38])=[CH:37][C:30]=2[F:29])[CH:11]=1)(=[O:3])[CH3:2]. (4) Given the reactants [C:1]([O:7][CH2:8][C@H:9]([C:11]1[C:12]([C:23]2[CH:28]=[CH:27][C:26]([Cl:29])=[CH:25][CH:24]=2)=[C:13]2[C:18](=[CH:19][C:20]=1[Cl:21])[N:17]=[C:16]([CH3:22])[CH:15]=[CH:14]2)[OH:10])(=[O:6])[C:2]([CH3:5])([CH3:4])[CH3:3].Cl(O)(=O)(=O)=O, predict the reaction product. The product is: [C:1]([O:7][CH2:8][C@@H:9]([O:10][C:2]([CH3:4])([CH3:3])[CH3:1])[C:11]1[C:12]([C:23]2[CH:28]=[CH:27][C:26]([Cl:29])=[CH:25][CH:24]=2)=[C:13]2[C:18](=[CH:19][C:20]=1[Cl:21])[N:17]=[C:16]([CH3:22])[CH:15]=[CH:14]2)(=[O:6])[C:2]([CH3:4])([CH3:5])[CH3:3]. (5) Given the reactants [Si]([O:8][CH2:9][CH2:10][N:11]([CH:37]([CH3:39])[CH3:38])[C:12]([C:14]1[NH:15][C:16]([CH2:29][C:30]2[CH:35]=[CH:34][CH:33]=[CH:32][C:31]=2[Br:36])=[N:17][C:18](=[O:28])[C:19]=1[O:20][CH2:21][C:22]1[CH:27]=[CH:26][CH:25]=[CH:24][CH:23]=1)=[O:13])(C(C)(C)C)(C)C.Cl, predict the reaction product. The product is: [OH:8][CH2:9][CH2:10][N:11]([CH:37]([CH3:39])[CH3:38])[C:12]([C:14]1[NH:15][C:16]([CH2:29][C:30]2[CH:35]=[CH:34][CH:33]=[CH:32][C:31]=2[Br:36])=[N:17][C:18](=[O:28])[C:19]=1[O:20][CH2:21][C:22]1[CH:27]=[CH:26][CH:25]=[CH:24][CH:23]=1)=[O:13]. (6) Given the reactants [C:1]([NH:11][C@@H:12]([C:14]([OH:16])=O)[CH3:13])([O:3][CH2:4][C:5]1[CH:10]=[CH:9][CH:8]=[CH:7][CH:6]=1)=[O:2].O.ON1C2C=CC=CC=2N=N1.C1C=CC2N(O)N=NC=2C=1.Cl.[CH3:39][NH:40][O:41][CH3:42].C(N(C(C)C)CC)(C)C.CCN=C=NCCCN(C)C.Cl, predict the reaction product. The product is: [CH3:42][O:41][N:40]([CH3:39])[C:14](=[O:16])[C@H:12]([NH:11][C:1](=[O:2])[O:3][CH2:4][C:5]1[CH:6]=[CH:7][CH:8]=[CH:9][CH:10]=1)[CH3:13]. (7) Given the reactants [Cl:1][C:2]1[CH:3]=[C:4]([CH:25]=[CH:26][C:27]=1[Cl:28])[O:5][C:6]1[CH:11]=[CH:10][CH:9]=[CH:8][C:7]=1[NH:12][S:13]([C:16]1[CH:24]=[CH:23][C:19]([C:20]([OH:22])=O)=[CH:18][CH:17]=1)(=[O:15])=[O:14].[N:29]1([CH2:34][CH2:35][CH:36]2[CH2:41][CH2:40][NH:39][CH2:38][CH2:37]2)[CH2:33][CH2:32][CH2:31][CH2:30]1, predict the reaction product. The product is: [Cl:1][C:2]1[CH:3]=[C:4]([CH:25]=[CH:26][C:27]=1[Cl:28])[O:5][C:6]1[CH:11]=[CH:10][CH:9]=[CH:8][C:7]=1[NH:12][S:13]([C:16]1[CH:24]=[CH:23][C:19]([C:20]([N:39]2[CH2:38][CH2:37][CH:36]([CH2:35][CH2:34][N:29]3[CH2:33][CH2:32][CH2:31][CH2:30]3)[CH2:41][CH2:40]2)=[O:22])=[CH:18][CH:17]=1)(=[O:15])=[O:14]. (8) Given the reactants [CH2:1]([O:8][CH2:9][C:10]#[C:11][CH2:12][OH:13])[C:2]1[CH:7]=[CH:6][CH:5]=[CH:4][CH:3]=1.C(O)C#CCO.C(Br)C1C=CC=CC=1.[H-].[Na+].[C:30]([C:34]1[CH:39]=[CH:38][C:37]([S:40]([NH:43][C:44]2[C:49]([O:50][C:51]3[CH:56]=[CH:55][CH:54]=[CH:53][C:52]=3[O:57][CH3:58])=[C:48](Cl)[N:47]=[C:46]([C:60]3[N:65]=[CH:64][CH:63]=[CH:62][N:61]=3)[N:45]=2)(=[O:42])=[O:41])=[CH:36][CH:35]=1)([CH3:33])([CH3:32])[CH3:31], predict the reaction product. The product is: [NH3:43].[C:30]([C:34]1[CH:39]=[CH:38][C:37]([S:40]([NH:43][C:44]2[C:49]([O:50][C:51]3[CH:56]=[CH:55][CH:54]=[CH:53][C:52]=3[O:57][CH3:58])=[C:48]([O:13][CH2:12][C:11]#[C:10][CH2:9][O:8][CH2:1][C:2]3[CH:7]=[CH:6][CH:5]=[CH:4][CH:3]=3)[N:47]=[C:46]([C:60]3[N:65]=[CH:64][CH:63]=[CH:62][N:61]=3)[N:45]=2)(=[O:42])=[O:41])=[CH:36][CH:35]=1)([CH3:33])([CH3:31])[CH3:32]. (9) Given the reactants [CH3:1][N:2]1[C:10]2[CH2:9][CH2:8][N:7]([S:11]([C:14]3[CH:19]=[CH:18][C:17]([CH3:20])=[CH:16][CH:15]=3)(=[O:13])=[O:12])[CH2:6][C:5]=2[CH:4]=[C:3]1[C:21]([O:23]CC)=[O:22].[OH-].[Na+], predict the reaction product. The product is: [CH3:1][N:2]1[C:10]2[CH2:9][CH2:8][N:7]([S:11]([C:14]3[CH:19]=[CH:18][C:17]([CH3:20])=[CH:16][CH:15]=3)(=[O:13])=[O:12])[CH2:6][C:5]=2[CH:4]=[C:3]1[C:21]([OH:23])=[O:22]. (10) Given the reactants [CH:1]([N:4]1[C:9](=[O:10])[C:8]([O:11][CH3:12])=[C:7]2[C:13](=[O:17])[NH:14][CH2:15][CH2:16][N:6]2[C:5]1=[O:18])([CH3:3])[CH3:2].Cl.Cl[CH2:21][C:22]1[CH:31]=[CH:30][C:29]2[C:24](=[CH:25][CH:26]=[CH:27][CH:28]=2)[N:23]=1.[H-].[Na+], predict the reaction product. The product is: [CH:1]([N:4]1[C:9](=[O:10])[C:8]([O:11][CH3:12])=[C:7]2[C:13](=[O:17])[N:14]([CH2:21][C:22]3[CH:31]=[CH:30][C:29]4[C:24](=[CH:25][CH:26]=[CH:27][CH:28]=4)[N:23]=3)[CH2:15][CH2:16][N:6]2[C:5]1=[O:18])([CH3:3])[CH3:2].